This data is from NCI-60 drug combinations with 297,098 pairs across 59 cell lines. The task is: Regression. Given two drug SMILES strings and cell line genomic features, predict the synergy score measuring deviation from expected non-interaction effect. (1) Drug 1: CCC1=CC2CC(C3=C(CN(C2)C1)C4=CC=CC=C4N3)(C5=C(C=C6C(=C5)C78CCN9C7C(C=CC9)(C(C(C8N6C)(C(=O)OC)O)OC(=O)C)CC)OC)C(=O)OC.C(C(C(=O)O)O)(C(=O)O)O. Drug 2: CC1=CC=C(C=C1)C2=CC(=NN2C3=CC=C(C=C3)S(=O)(=O)N)C(F)(F)F. Cell line: M14. Synergy scores: CSS=22.3, Synergy_ZIP=2.07, Synergy_Bliss=4.54, Synergy_Loewe=-36.2, Synergy_HSA=3.97. (2) Drug 2: C1C(C(OC1N2C=NC(=NC2=O)N)CO)O. Synergy scores: CSS=-0.706, Synergy_ZIP=4.13, Synergy_Bliss=7.73, Synergy_Loewe=2.75, Synergy_HSA=1.66. Cell line: SK-OV-3. Drug 1: C1CC(C1)(C(=O)O)C(=O)O.[NH2-].[NH2-].[Pt+2]. (3) Drug 1: CC1=C(C=C(C=C1)NC2=NC=CC(=N2)N(C)C3=CC4=NN(C(=C4C=C3)C)C)S(=O)(=O)N.Cl. Drug 2: CC1C(C(CC(O1)OC2CC(CC3=C2C(=C4C(=C3O)C(=O)C5=C(C4=O)C(=CC=C5)OC)O)(C(=O)C)O)N)O.Cl. Cell line: DU-145. Synergy scores: CSS=23.8, Synergy_ZIP=19.1, Synergy_Bliss=21.1, Synergy_Loewe=0.632, Synergy_HSA=19.6. (4) Drug 1: CC(CN1CC(=O)NC(=O)C1)N2CC(=O)NC(=O)C2. Drug 2: C1=C(C(=O)NC(=O)N1)F. Cell line: MOLT-4. Synergy scores: CSS=71.1, Synergy_ZIP=5.14, Synergy_Bliss=1.18, Synergy_Loewe=5.67, Synergy_HSA=8.12. (5) Drug 1: CS(=O)(=O)C1=CC(=C(C=C1)C(=O)NC2=CC(=C(C=C2)Cl)C3=CC=CC=N3)Cl. Cell line: OVCAR-5. Synergy scores: CSS=12.8, Synergy_ZIP=-2.07, Synergy_Bliss=4.97, Synergy_Loewe=2.65, Synergy_HSA=3.01. Drug 2: CNC(=O)C1=CC=CC=C1SC2=CC3=C(C=C2)C(=NN3)C=CC4=CC=CC=N4.